From a dataset of Forward reaction prediction with 1.9M reactions from USPTO patents (1976-2016). Predict the product of the given reaction. (1) The product is: [CH3:14][C:5]1([C:11]([NH2:13])=[O:12])[CH2:6][C:7](=[O:9])[CH2:8][C:3](=[O:2])[CH2:4]1. Given the reactants C[O:2][C:3]1[CH2:8][C:7]([O:9]C)=[CH:6][C:5]([CH3:14])([C:11]([NH2:13])=[O:12])[CH:4]=1.Cl, predict the reaction product. (2) The product is: [CH3:1][N:2]1[CH2:7][C@@H:6]([CH3:8])[NH:5][CH2:4][C@H:3]1[CH3:16]. Given the reactants [CH3:1][N:2]1[CH2:7][C@@H:6]([CH3:8])[N:5](CC2C=CC=CC=2)[CH2:4][C@H:3]1[CH3:16], predict the reaction product. (3) Given the reactants [CH:1]([C:4]1[CH:12]=[CH:11][C:7]([C:8]([OH:10])=[O:9])=[C:6]([N+:13]([O-])=O)[CH:5]=1)([CH3:3])[CH3:2].[H][H], predict the reaction product. The product is: [NH2:13][C:6]1[CH:5]=[C:4]([CH:1]([CH3:3])[CH3:2])[CH:12]=[CH:11][C:7]=1[C:8]([OH:10])=[O:9]. (4) Given the reactants Br[C:2]1[CH:7]=[CH:6][CH:5]=[C:4]([CH2:8][F:9])[N:3]=1.[CH2:10]([C:14]1[N:18]([CH3:19])[C:17]2[CH:20]=[C:21]([F:25])[CH:22]=[C:23]([F:24])[C:16]=2[N:15]=1)[CH2:11][C:12]#[CH:13], predict the reaction product. The product is: [F:24][C:23]1[C:16]2[N:15]=[C:14]([CH2:10][CH2:11][C:12]#[C:13][C:2]3[CH:7]=[CH:6][CH:5]=[C:4]([CH2:8][F:9])[N:3]=3)[N:18]([CH3:19])[C:17]=2[CH:20]=[C:21]([F:25])[CH:22]=1. (5) Given the reactants [C:1]([C:4]1[CH:5]=[C:6]([CH:9]=[CH:10][CH:11]=1)C=O)([OH:3])=[O:2].C1(C)C=CC=C([C:18]([OH:20])=[O:19])C=1.OCC1C=C(C=CC=1)C(O)=O, predict the reaction product. The product is: [C:1]([OH:3])(=[O:2])[C:4]1[CH:11]=[CH:10][C:9]([C:18]([OH:20])=[O:19])=[CH:6][CH:5]=1. (6) The product is: [F:11][C:9]1[CH:10]=[C:2]([N:1]2[CH:46]=[N:44][N:43]=[N:42]2)[CH:3]=[C:4]2[C:8]=1[N:7]([CH2:12][C:13]1[CH:18]=[CH:17][C:16]([CH:19]3[CH2:20][CH2:21][N:22]([C:25]([O:27][C:28]([CH3:31])([CH3:30])[CH3:29])=[O:26])[CH2:23][CH2:24]3)=[CH:15][N:14]=1)[CH2:6][CH2:5]2. Given the reactants [NH2:1][C:2]1[CH:3]=[C:4]2[C:8](=[C:9]([F:11])[CH:10]=1)[N:7]([CH2:12][C:13]1[CH:18]=[CH:17][C:16]([CH:19]3[CH2:24][CH2:23][N:22]([C:25]([O:27][C:28]([CH3:31])([CH3:30])[CH3:29])=[O:26])[CH2:21][CH2:20]3)=[CH:15][N:14]=1)[CH2:6][CH2:5]2.C(OCC)(OCC)OCC.[N-:42]=[N+:43]=[N-:44].[Na+].[C:46](=O)([O-])O.[Na+], predict the reaction product. (7) The product is: [CH3:11][S:12]([O:1][C:2]1[CH:3]=[C:4]([B:8]([OH:10])[OH:9])[CH:5]=[CH:6][CH:7]=1)(=[O:14])=[O:13]. Given the reactants [OH:1][C:2]1[CH:3]=[C:4]([B:8]([OH:10])[OH:9])[CH:5]=[CH:6][CH:7]=1.[CH3:11][S:12](Cl)(=[O:14])=[O:13].O.C(OCC)(=O)C, predict the reaction product. (8) Given the reactants [C:1]([NH:4][NH:5][C:6](=[O:30])[CH2:7][O:8][C:9]1[CH:14]=[CH:13][C:12]([C:15](=[N:17][O:18][CH2:19][C:20]2[CH:25]=[CH:24][C:23]([C:26]([F:29])([F:28])[F:27])=[CH:22][CH:21]=2)[CH3:16])=[CH:11][CH:10]=1)(=O)[CH3:2].S(Cl)(Cl)=O.O, predict the reaction product. The product is: [F:27][C:26]([F:29])([F:28])[C:23]1[CH:24]=[CH:25][C:20]([CH2:19][O:18][N:17]=[C:15]([C:12]2[CH:11]=[CH:10][C:9]([O:8][CH2:7][C:6]3[O:30][C:1]([CH3:2])=[N:4][N:5]=3)=[CH:14][CH:13]=2)[CH3:16])=[CH:21][CH:22]=1.